From a dataset of Full USPTO retrosynthesis dataset with 1.9M reactions from patents (1976-2016). Predict the reactants needed to synthesize the given product. (1) Given the product [Cl:1][C:2]1[CH:10]=[CH:9][C:8]2[N:7](/[CH:22]=[C:23](/[C:25]3[CH:30]=[CH:29][C:28]([F:31])=[CH:27][CH:26]=3)\[CH3:24])[C:6]3[CH2:11][CH2:12][N:13]([CH2:15][CH2:16][C:17]([CH3:20])([OH:19])[CH3:18])[CH2:14][C:5]=3[C:4]=2[CH:3]=1, predict the reactants needed to synthesize it. The reactants are: [Cl:1][C:2]1[CH:10]=[CH:9][C:8]2[NH:7][C:6]3[CH2:11][CH2:12][N:13]([CH2:15][CH2:16][C:17]([CH3:20])([OH:19])[CH3:18])[CH2:14][C:5]=3[C:4]=2[CH:3]=1.Br[CH:22]=[C:23]([C:25]1[CH:30]=[CH:29][C:28]([F:31])=[CH:27][CH:26]=1)[CH3:24].N1CCC[C@H]1C(O)=O.P([O-])([O-])([O-])=O.[K+].[K+].[K+]. (2) Given the product [Br:20][C:17]1[CH:16]=[CH:15][C:14]([N:10]2[C:9]([C:21]([NH:23][CH3:24])=[O:22])=[C:8]3[C:12]([CH:13]=[C:5]([N:4]([S:28]([CH3:31])(=[O:29])=[O:30])[CH2:3][CH2:2][NH:1][C:38](=[O:39])[CH2:37][C:36]4[N:32]=[N:33][NH:34][N:35]=4)[C:6]([CH:25]4[CH2:26][CH2:27]4)=[CH:7]3)=[N:11]2)=[CH:19][CH:18]=1, predict the reactants needed to synthesize it. The reactants are: [NH2:1][CH2:2][CH2:3][N:4]([S:28]([CH3:31])(=[O:30])=[O:29])[C:5]1[C:6]([CH:25]2[CH2:27][CH2:26]2)=[CH:7][C:8]2[C:12]([CH:13]=1)=[N:11][N:10]([C:14]1[CH:19]=[CH:18][C:17]([Br:20])=[CH:16][CH:15]=1)[C:9]=2[C:21]([NH:23][CH3:24])=[O:22].[NH:32]1[C:36]([CH2:37][C:38](O)=[O:39])=[N:35][N:34]=[N:33]1.CN(C(ON1N=NC2C=CC=NC1=2)=[N+](C)C)C.F[P-](F)(F)(F)(F)F.CCN(C(C)C)C(C)C.